From a dataset of Peptide-MHC class II binding affinity with 134,281 pairs from IEDB. Regression. Given a peptide amino acid sequence and an MHC pseudo amino acid sequence, predict their binding affinity value. This is MHC class II binding data. The peptide sequence is PDLPYDYGALEPAIS. The MHC is DRB1_0401 with pseudo-sequence DRB1_0401. The binding affinity (normalized) is 0.464.